From a dataset of Forward reaction prediction with 1.9M reactions from USPTO patents (1976-2016). Predict the product of the given reaction. (1) Given the reactants [O:1]1[C:5]2[CH:6]=[CH:7][C:8]([C:10]3[N:14]([C:15]4[CH:20]=[CH:19][C:18]([C:21]#[N:22])=[CH:17][C:16]=4[CH3:23])[C:13]([CH2:24][CH2:25][C:26]([O:28]CC)=[O:27])=[CH:12][CH:11]=3)=[CH:9][C:4]=2[O:3][CH2:2]1.C(=O)([O-])[O-:32].[K+].[K+].OO.O, predict the reaction product. The product is: [O:1]1[C:5]2[CH:6]=[CH:7][C:8]([C:10]3[N:14]([C:15]4[CH:20]=[CH:19][C:18]([C:21](=[O:32])[NH2:22])=[CH:17][C:16]=4[CH3:23])[C:13]([CH2:24][CH2:25][C:26]([OH:28])=[O:27])=[CH:12][CH:11]=3)=[CH:9][C:4]=2[O:3][CH2:2]1. (2) Given the reactants [NH2:1][C:2]1[C:10]2[C:5](=[N:6][CH:7]=[CH:8][CH:9]=2)[Se:4][C:3]=1[C:11]#[N:12].C([OH:15])C, predict the reaction product. The product is: [NH2:1][C:2]1[C:10]2[C:5](=[N:6][CH:7]=[CH:8][CH:9]=2)[Se:4][C:3]=1[C:11]([NH2:12])=[O:15]. (3) The product is: [CH3:1][C:2]1[NH:6][N:5]=[C:4]([NH:7][C:8]2[N:13]=[C:12]([S:21][C:22]3[CH:23]=[CH:24][C:25]([NH:28][C:29](=[O:32])[CH2:30][CH3:31])=[CH:26][CH:27]=3)[N:11]=[C:10]([CH2:15][C:16]([O:18][CH2:19][CH3:20])=[O:17])[CH:9]=2)[CH:3]=1. Given the reactants [CH3:1][C:2]1[NH:6][N:5]=[C:4]([NH:7][C:8]2[N:13]=[C:12](Cl)[N:11]=[C:10]([CH2:15][C:16]([O:18][CH2:19][CH3:20])=[O:17])[CH:9]=2)[CH:3]=1.[SH:21][C:22]1[CH:27]=[CH:26][C:25]([NH:28][C:29](=[O:32])[CH2:30][CH3:31])=[CH:24][CH:23]=1.C(OCC)(=O)C, predict the reaction product. (4) The product is: [NH2:21][C:16]1[N:17]([CH3:20])[C:18](=[O:19])[C:14]([C:10]2[CH:11]=[CH:12][CH:13]=[C:8]([NH2:7])[CH:9]=2)([C:22]2[CH:27]=[CH:26][C:25]([O:28][CH:29]([F:30])[F:31])=[CH:24][CH:23]=2)[N:15]=1. Given the reactants C(OC(=O)[NH:7][C:8]1[CH:13]=[CH:12][CH:11]=[C:10]([C:14]2([C:22]3[CH:27]=[CH:26][C:25]([O:28][CH:29]([F:31])[F:30])=[CH:24][CH:23]=3)[C:18](=[O:19])[N:17]([CH3:20])[C:16]([NH2:21])=[N:15]2)[CH:9]=1)(C)(C)C.FC(F)(F)C(O)=O, predict the reaction product. (5) Given the reactants C([N:8]1[CH2:13][CH2:12][O:11][C@@H:10]([CH3:14])[C@@H:9]1[C:15]([O:17][CH2:18][CH3:19])=[O:16])C1C=CC=CC=1, predict the reaction product. The product is: [CH3:14][C@@H:10]1[O:11][CH2:12][CH2:13][NH:8][C@H:9]1[C:15]([O:17][CH2:18][CH3:19])=[O:16]. (6) Given the reactants [O:1]1[C:5]2[CH:6]=[CH:7][CH:8]=[CH:9][C:4]=2[C:3]([CH2:10][N:11]2[C:17](=[O:18])[C@@H:16]([NH:19][C:20](=[O:32])[C@@H:21]([N:23]([CH3:31])[C:24](=[O:30])[O:25][C:26]([CH3:29])([CH3:28])[CH3:27])[CH3:22])[CH2:15][NH:14][C:13]3[CH:33]=[CH:34][CH:35]=[CH:36][C:12]2=3)=[N:2]1.O1C2C=CC=CC=2C(CN2C[C@H](NC(=O)[C@@H](N(C)C(=O)OC(C)(C)C)C)C(=O)NC3C=CC=CC2=3)=N1.N1C=CC=CC=1.Cl[C:80]([C:82]1[CH:91]=[CH:90][C:85]([C:86]([O:88][CH3:89])=[O:87])=[CH:84][CH:83]=1)=[O:81], predict the reaction product. The product is: [O:1]1[C:5]2[CH:6]=[CH:7][CH:8]=[CH:9][C:4]=2[C:3]([CH2:10][N:11]2[C:17](=[O:18])[C@@H:16]([NH:19][C:20](=[O:32])[C@@H:21]([N:23]([C:24]([O:25][C:26]([CH3:28])([CH3:29])[CH3:27])=[O:30])[CH3:31])[CH3:22])[CH2:15][N:14]([C:80]([C:82]3[CH:91]=[CH:90][C:85]([C:86]([O:88][CH3:89])=[O:87])=[CH:84][CH:83]=3)=[O:81])[C:13]3[CH:33]=[CH:34][CH:35]=[CH:36][C:12]2=3)=[N:2]1. (7) Given the reactants [C:1]([C:5]1[CH:9]=[C:8]([C:10]#[N:11])[NH:7][N:6]=1)([CH3:4])([CH3:3])[CH3:2].[H-].[Na+].[CH3:14]I.O, predict the reaction product. The product is: [C:1]([C:5]1[CH:9]=[C:8]([CH2:10][NH2:11])[N:7]([CH3:14])[N:6]=1)([CH3:4])([CH3:2])[CH3:3]. (8) Given the reactants [C:1]([O:5][C:6]([N:8]1[CH2:13][CH2:12][N:11]2[C:14]([CH3:18])=[N:15][C:16](I)=[C:10]2[CH:9]1[CH2:19][CH2:20][C:21]1[CH:26]=[C:25]([F:27])[C:24]([CH3:28])=[C:23]([F:29])[CH:22]=1)=[O:7])([CH3:4])([CH3:3])[CH3:2].C(Cl)[Cl:31].CO, predict the reaction product. The product is: [C:1]([O:5][C:6]([N:8]1[CH2:13][CH2:12][N:11]2[C:14]([CH3:18])=[N:15][C:16]([Cl:31])=[C:10]2[CH:9]1[CH2:19][CH2:20][C:21]1[CH:26]=[C:25]([F:27])[C:24]([CH3:28])=[C:23]([F:29])[CH:22]=1)=[O:7])([CH3:4])([CH3:3])[CH3:2]. (9) Given the reactants [CH3:1][CH:2]1[NH:7][C:6]2[CH:8]=[CH:9][CH:10]=[CH:11][C:5]=2[O:4][CH2:3]1.[NH:12]1[CH:16]=[CH:15][N:14]=[C:13]1[CH:17]=O.C([BH3-])#N.[Na+], predict the reaction product. The product is: [NH:12]1[CH:16]=[CH:15][N:14]=[C:13]1[CH2:17][N:7]1[C:6]2[CH:8]=[CH:9][CH:10]=[CH:11][C:5]=2[O:4][CH2:3][CH:2]1[CH3:1]. (10) Given the reactants [N:1]([C@H:4]1[CH2:9][CH2:8][CH2:7][CH2:6][C@H:5]1[N:10]1[CH2:14][CH2:13][C@@H:12]([NH:15][C:16](=[O:31])[CH2:17][NH:18][C:19](=[O:30])[C:20]2[CH:25]=[CH:24][CH:23]=[C:22]([C:26]([F:29])([F:28])[F:27])[CH:21]=2)[CH2:11]1)=[N+]=[N-], predict the reaction product. The product is: [NH2:1][C@H:4]1[CH2:9][CH2:8][CH2:7][CH2:6][C@H:5]1[N:10]1[CH2:14][CH2:13][C@@H:12]([NH:15][C:16](=[O:31])[CH2:17][NH:18][C:19](=[O:30])[C:20]2[CH:25]=[CH:24][CH:23]=[C:22]([C:26]([F:28])([F:29])[F:27])[CH:21]=2)[CH2:11]1.